This data is from Reaction yield outcomes from USPTO patents with 853,638 reactions. The task is: Predict the reaction yield, written as a fraction of the theoretical maximum amount of product (1.0 means a 100% yield; for example, 0.34 means a 34% yield). The reactants are C[O:2][C:3](=[O:16])[CH2:4][CH2:5][CH2:6][NH:7][C:8]([C:10]1[CH:11]=[N:12][CH:13]=[CH:14][CH:15]=1)=[O:9].[Li+].[OH-].C(Cl)(Cl)Cl. The catalyst is C1COCC1.O. The product is [N:12]1[CH:13]=[CH:14][CH:15]=[C:10]([C:8]([NH:7][CH2:6][CH2:5][CH2:4][C:3]([OH:16])=[O:2])=[O:9])[CH:11]=1. The yield is 0.800.